From a dataset of Full USPTO retrosynthesis dataset with 1.9M reactions from patents (1976-2016). Predict the reactants needed to synthesize the given product. (1) Given the product [CH2:29]([C:21]1[N:20]([CH3:19])[C:24]2[CH:25]=[CH:26][CH:27]=[CH:28][C:23]=2[N:22]=1)[CH2:30][C:31]#[CH:32], predict the reactants needed to synthesize it. The reactants are: CCCC[N+](CCCC)(CCCC)CCCC.[F-].[CH3:19][N:20]1[C:24]2[CH:25]=[CH:26][CH:27]=[CH:28][C:23]=2[N:22]=[C:21]1[CH2:29][CH2:30][C:31]#[C:32][Si](C)(C)C.O. (2) The reactants are: [Cl:1][C:2]1[CH:7]=[CH:6][C:5]([C@H:8]2[C@@H:19]([C:20]3[CH:25]=[CH:24][C:23]([Cl:26])=[CH:22][CH:21]=3)[N:11]3[C:12](=[O:18])[C:13]([CH:16]=O)=[CH:14][CH:15]=[C:10]3[N:9]2[S:27]([C:30]2[CH:31]=[C:32]([CH:35]=[CH:36][CH:37]=2)[C:33]#[N:34])(=[O:29])=[O:28])=[CH:4][CH:3]=1.[NH:38]1[CH2:43][CH2:42][O:41][CH2:40][CH2:39]1. Given the product [Cl:1][C:2]1[CH:3]=[CH:4][C:5]([C@H:8]2[C@@H:19]([C:20]3[CH:25]=[CH:24][C:23]([Cl:26])=[CH:22][CH:21]=3)[N:11]3[C:12](=[O:18])[C:13]([CH2:16][N:38]4[CH2:43][CH2:42][O:41][CH2:40][CH2:39]4)=[CH:14][CH:15]=[C:10]3[N:9]2[S:27]([C:30]2[CH:31]=[C:32]([CH:35]=[CH:36][CH:37]=2)[C:33]#[N:34])(=[O:28])=[O:29])=[CH:6][CH:7]=1, predict the reactants needed to synthesize it. (3) Given the product [NH2:1][C:2]1[CH:10]=[CH:9][C:8]([Cl:15])=[C:4]([CH:3]=1)[C:5]([O:7][CH2:17][CH3:18])=[O:6], predict the reactants needed to synthesize it. The reactants are: [NH2:1][C:2]1[CH:3]=[C:4]([CH:8]=[C:9](OC)[CH:10]=1)[C:5]([OH:7])=[O:6].S(Cl)([Cl:15])=O.[CH2:17](O)[CH3:18]. (4) Given the product [CH2:1]([O:8][C:9]1[CH:10]=[C:11]([CH:12]([OH:13])[C:32]2[CH:33]=[CH:34][CH:35]=[CH:36][N:31]=2)[CH:14]=[CH:15][C:16]=1[N:17]1[S:18](=[O:29])(=[O:30])[N:19]([CH2:23][CH2:24][Si:25]([CH3:26])([CH3:27])[CH3:28])[C:20](=[O:22])[CH2:21]1)[C:2]1[CH:7]=[CH:6][CH:5]=[CH:4][CH:3]=1, predict the reactants needed to synthesize it. The reactants are: [CH2:1]([O:8][C:9]1[CH:10]=[C:11]([CH:14]=[CH:15][C:16]=1[N:17]1[CH2:21][C:20](=[O:22])[N:19]([CH2:23][CH2:24][Si:25]([CH3:28])([CH3:27])[CH3:26])[S:18]1(=[O:30])=[O:29])[CH:12]=[O:13])[C:2]1[CH:7]=[CH:6][CH:5]=[CH:4][CH:3]=1.[N:31]1[CH:36]=[CH:35][CH:34]=[CH:33][C:32]=1[Mg]Br. (5) Given the product [CH3:1][C:2]1[CH:3]=[C:4]([CH3:12])[C:5]2[O:9][C:8]([N:13]3[CH2:18][CH2:17][NH:16][CH2:15][CH2:14]3)=[N:7][C:6]=2[CH:11]=1, predict the reactants needed to synthesize it. The reactants are: [CH3:1][C:2]1[CH:3]=[C:4]([CH3:12])[C:5]2[O:9][C:8](S)=[N:7][C:6]=2[CH:11]=1.[NH:13]1[CH2:18][CH2:17][NH:16][CH2:15][CH2:14]1. (6) Given the product [Cl:1][C:2]1[C:3]2[N:12]([C:13]3[C:14]([F:20])=[CH:15][CH:16]=[CH:17][C:18]=3[F:19])[N:11]=[C:10]([C:21]3[CH:29]=[CH:28][C:24]([C:25]([NH:35][CH3:34])=[O:26])=[CH:23][CH:22]=3)[C:4]=2[C:5]([O:8][CH3:9])=[N:6][CH:7]=1, predict the reactants needed to synthesize it. The reactants are: [Cl:1][C:2]1[C:3]2[N:12]([C:13]3[C:18]([F:19])=[CH:17][CH:16]=[CH:15][C:14]=3[F:20])[N:11]=[C:10]([C:21]3[CH:29]=[CH:28][C:24]([C:25](O)=[O:26])=[CH:23][CH:22]=3)[C:4]=2[C:5]([O:8][CH3:9])=[N:6][CH:7]=1.[Cl-].C[NH3+].C[CH2:34][N:35]=C=NCCCN(C)C.Cl.C1C=CC2N(O)N=NC=2C=1. (7) Given the product [Cl:1][C:2]1[CH:17]=[C:16]([O:18][CH2:19][CH:20]=[C:21]([Cl:23])[Cl:22])[CH:15]=[C:14]([Cl:24])[C:3]=1[O:4][CH2:5][CH2:6][CH2:7][CH2:8][CH:9]=[O:10], predict the reactants needed to synthesize it. The reactants are: [Cl:1][C:2]1[CH:17]=[C:16]([O:18][CH2:19][CH:20]=[C:21]([Cl:23])[Cl:22])[CH:15]=[C:14]([Cl:24])[C:3]=1[O:4][CH2:5][CH2:6][CH2:7][CH2:8][C:9](OCC)=[O:10].[H-].C([Al+]CC(C)C)C(C)C.[Cl-].[NH4+].Cl.